Task: Predict which catalyst facilitates the given reaction.. Dataset: Catalyst prediction with 721,799 reactions and 888 catalyst types from USPTO Reactant: Cl.Cl.[N:3]1[C:12]2[NH:11][CH2:10][CH2:9][CH2:8][C:7]=2[CH:6]=[CH:5][C:4]=1[CH2:13][CH2:14][NH2:15].C(N(CC)C(C)C)(C)C.Br[CH2:26][C:27]([O:29][CH2:30][CH3:31])=[O:28].[O:32](C(OC(C)(C)C)=O)[C:33]([O:35][C:36]([CH3:39])([CH3:38])[CH3:37])=O. Product: [CH2:30]([O:29][C:27](=[O:28])[CH2:26][N:15]([C:33]([O:35][C:36]([CH3:39])([CH3:38])[CH3:37])=[O:32])[CH2:14][CH2:13][C:4]1[CH:5]=[CH:6][C:7]2[CH2:8][CH2:9][CH2:10][NH:11][C:12]=2[N:3]=1)[CH3:31]. The catalyst class is: 115.